This data is from Catalyst prediction with 721,799 reactions and 888 catalyst types from USPTO. The task is: Predict which catalyst facilitates the given reaction. Reactant: [CH2:1]([NH:3][C:4]([NH:6][C:7]1[S:8][C:9]2[CH:15]=[C:14]([N+]([O-])=O)[CH:13]=[CH:12][C:10]=2[N:11]=1)=[O:5])[CH3:2].C=O.[CH3:21][NH2:22].C[N:24]1[CH2:29][CH2:28]OC[CH2:25]1.[CH3:30]O. Product: [C:21]([C:14]1[CH:13]=[CH:12][C:10]2[N:11]=[C:7]([NH:6][C:4]([NH:3][CH2:1][C:2]3[CH:25]=[N:24][CH:29]=[CH:28][CH:30]=3)=[O:5])[S:8][C:9]=2[CH:15]=1)#[N:22]. The catalyst class is: 88.